From a dataset of NCI-60 drug combinations with 297,098 pairs across 59 cell lines. Regression. Given two drug SMILES strings and cell line genomic features, predict the synergy score measuring deviation from expected non-interaction effect. Drug 1: CN1CCC(CC1)COC2=C(C=C3C(=C2)N=CN=C3NC4=C(C=C(C=C4)Br)F)OC. Drug 2: C1CNP(=O)(OC1)N(CCCl)CCCl. Cell line: OVCAR-4. Synergy scores: CSS=7.95, Synergy_ZIP=-1.97, Synergy_Bliss=-1.50, Synergy_Loewe=-10.0, Synergy_HSA=-3.04.